Dataset: Full USPTO retrosynthesis dataset with 1.9M reactions from patents (1976-2016). Task: Predict the reactants needed to synthesize the given product. (1) Given the product [CH2:18]([O:25][C:26]1[C:31]([C:2]2[CH:11]=[C:10]([C:12]([CH3:15])([CH3:14])[CH3:13])[C:9]([O:16][CH3:17])=[CH:8][C:3]=2[C:4]([NH:6][CH3:7])=[O:5])=[CH:30][CH:29]=[CH:28][N:27]=1)[C:19]1[CH:20]=[CH:21][CH:22]=[CH:23][CH:24]=1, predict the reactants needed to synthesize it. The reactants are: Br[C:2]1[CH:11]=[C:10]([C:12]([CH3:15])([CH3:14])[CH3:13])[C:9]([O:16][CH3:17])=[CH:8][C:3]=1[C:4]([NH:6][CH3:7])=[O:5].[CH2:18]([O:25][C:26]1[C:31](B2OC(C)(C)C(C)(C)O2)=[CH:30][CH:29]=[CH:28][N:27]=1)[C:19]1[CH:24]=[CH:23][CH:22]=[CH:21][CH:20]=1.C([O-])([O-])=O.[Na+].[Na+]. (2) Given the product [F:24][C:25]1[CH:26]=[C:27]([CH:31]=[CH:32][C:33]=1[O:34][CH3:35])[C:28]([NH:1][C:2]1[CH:3]=[C:4]([C@H:8]([NH:10][C:11]2[C:20]3[C:15](=[C:16]([C:21]([NH2:23])=[O:22])[CH:17]=[CH:18][CH:19]=3)[N:14]=[CH:13][N:12]=2)[CH3:9])[CH:5]=[CH:6][CH:7]=1)=[O:29], predict the reactants needed to synthesize it. The reactants are: [NH2:1][C:2]1[CH:3]=[C:4]([C@H:8]([NH:10][C:11]2[C:20]3[C:15](=[C:16]([C:21]([NH2:23])=[O:22])[CH:17]=[CH:18][CH:19]=3)[N:14]=[CH:13][N:12]=2)[CH3:9])[CH:5]=[CH:6][CH:7]=1.[F:24][C:25]1[CH:26]=[C:27]([CH:31]=[CH:32][C:33]=1[O:34][CH3:35])[C:28](Cl)=[O:29].O. (3) Given the product [NH2:20][C:19]1[N:8]([C:5]2[CH:6]=[CH:7][C:2]([F:1])=[CH:3][CH:4]=2)[N:9]=[CH:21][C:18]=1[C:16](=[O:17])[C:15]1[CH:29]=[CH:30][CH:31]=[C:13]([N+:10]([O-:12])=[O:11])[CH:14]=1, predict the reactants needed to synthesize it. The reactants are: [F:1][C:2]1[CH:7]=[CH:6][C:5]([NH:8][NH2:9])=[CH:4][CH:3]=1.[N+:10]([C:13]1[CH:14]=[C:15]([CH:29]=[CH:30][CH:31]=1)[C:16]([C:18](=[CH:21]NC1C=CC=CC=1)[C:19]#[N:20])=[O:17])([O-:12])=[O:11]. (4) Given the product [CH3:30][O:29][C:27](=[O:28])[C@@H:26]([N:3]1[C:2](=[O:1])[C:6]2([CH2:7][CH2:8][N:9]([C:12]([O:14][C:15]([CH3:18])([CH3:17])[CH3:16])=[O:13])[CH2:10][CH2:11]2)[N:5]([C:19]2[CH:20]=[CH:21][CH:22]=[CH:23][CH:24]=2)[CH2:4]1)[C:31]1[CH:32]=[CH:33][CH:34]=[CH:35][CH:36]=1, predict the reactants needed to synthesize it. The reactants are: [O:1]=[C:2]1[C:6]2([CH2:11][CH2:10][N:9]([C:12]([O:14][C:15]([CH3:18])([CH3:17])[CH3:16])=[O:13])[CH2:8][CH2:7]2)[N:5]([C:19]2[CH:24]=[CH:23][CH:22]=[CH:21][CH:20]=2)[CH2:4][NH:3]1.Br[C@@H:26]([C:31]1[CH:36]=[CH:35][CH:34]=[CH:33][CH:32]=1)[C:27]([O:29][CH3:30])=[O:28].C(=O)([O-])[O-].[K+].[K+]. (5) Given the product [OH:18][CH:15]1[CH2:14][CH2:13][C:12]([C:5]2[CH:6]=[CH:7][C:8]([N+:9]([O-:11])=[O:10])=[C:3]([O:2][CH3:1])[CH:4]=2)([C:19]#[N:20])[CH2:17][CH2:16]1, predict the reactants needed to synthesize it. The reactants are: [CH3:1][O:2][C:3]1[CH:4]=[C:5]([C:12]2([C:19]#[N:20])[CH2:17][CH2:16][C:15](=[O:18])[CH2:14][CH2:13]2)[CH:6]=[CH:7][C:8]=1[N+:9]([O-:11])=[O:10].N1CCOCC1.O1CCCC1.C(O[BH-](OC(=O)C)OC(=O)C)(=O)C.[Na+].